The task is: Predict which catalyst facilitates the given reaction.. This data is from Catalyst prediction with 721,799 reactions and 888 catalyst types from USPTO. (1) Reactant: [CH3:1][O:2][C:3]1[CH:8]=[C:7]([N+:9]([O-])=O)[CH:6]=[CH:5][C:4]=1[N:12]1[CH:16]=[C:15]([CH3:17])[N:14]=[CH:13]1. Product: [CH3:1][O:2][C:3]1[CH:8]=[C:7]([CH:6]=[CH:5][C:4]=1[N:12]1[CH:16]=[C:15]([CH3:17])[N:14]=[CH:13]1)[NH2:9]. The catalyst class is: 43. (2) Product: [CH3:21][C@H:19]1[CH2:20][N:15]2[N:14]=[CH:13][C:12]([N:10]3[CH2:11][CH:7]([CH2:6][N:1]4[CH:5]=[CH:4][CH:3]=[N:2]4)[CH2:8][C:9]3=[O:29])=[C:16]2[CH2:17][N:18]1[C:22]([NH:48][C:42]1[CH:41]=[C:40]([F:39])[C:45]([F:46])=[C:44]([F:47])[CH:43]=1)=[O:23]. The catalyst class is: 617. Reactant: [N:1]1([CH2:6][CH:7]2[CH2:11][N:10]([C:12]3[CH:13]=[N:14][N:15]4[CH2:20][C@H:19]([CH3:21])[N:18]([C:22](OC(C)(C)C)=[O:23])[CH2:17][C:16]=34)[C:9](=[O:29])[CH2:8]2)[CH:5]=[CH:4][CH:3]=[N:2]1.C(N(C(C)C)C(C)C)C.[F:39][C:40]1[CH:41]=[C:42]([NH:48]C(=O)OC2C=CC=CC=2)[CH:43]=[C:44]([F:47])[C:45]=1[F:46]. (3) Reactant: [CH3:1][N:2]([CH3:36])[C:3](=[O:35])[CH2:4][C:5]1[C:32]([F:33])=[CH:31][C:8]([O:9][CH2:10][CH2:11][C@@H:12]2[CH2:14][C@@H:13]2[CH:15]2[CH2:20][CH2:19][N:18](C(OCC3C=CC=CC=3)=O)[CH2:17][CH2:16]2)=[C:7]([F:34])[CH:6]=1.[H][H]. Product: [F:33][C:32]1[CH:31]=[C:8]([O:9][CH2:10][CH2:11][C@@H:12]2[CH2:14][C@@H:13]2[CH:15]2[CH2:16][CH2:17][NH:18][CH2:19][CH2:20]2)[C:7]([F:34])=[CH:6][C:5]=1[CH2:4][C:3]([N:2]([CH3:36])[CH3:1])=[O:35]. The catalyst class is: 19. (4) Reactant: [NH:1]1[CH2:6][CH2:5][CH:4]([NH:7][C:8]2[O:9][C:10]3[C:11]([CH2:17][OH:18])=[N:12][CH:13]=[CH:14][C:15]=3[N:16]=2)[CH2:3][CH2:2]1.[CH2:19]([O:21][C:22]1[CH:27]=[C:26]([CH:28]=O)[CH:25]=[C:24]([O:30][CH2:31][CH3:32])[C:23]=1[C:33]1[CH:38]=[CH:37][C:36]([F:39])=[CH:35][CH:34]=1)[CH3:20].C([BH3-])#N.[Na+].C(N(C(C)C)C(C)C)C. Product: [CH2:19]([O:21][C:22]1[CH:27]=[C:26]([CH2:28][N:1]2[CH2:2][CH2:3][CH:4]([NH:7][C:8]3[O:9][C:10]4[C:11]([CH2:17][OH:18])=[N:12][CH:13]=[CH:14][C:15]=4[N:16]=3)[CH2:5][CH2:6]2)[CH:25]=[C:24]([O:30][CH2:31][CH3:32])[C:23]=1[C:33]1[CH:34]=[CH:35][C:36]([F:39])=[CH:37][CH:38]=1)[CH3:20]. The catalyst class is: 212. (5) Reactant: [CH3:1][N:2]1[C:6]([C:7]#[N:8])=[CH:5][C:4]([CH3:9])=[N:3]1. Product: [CH3:1][N:2]1[C:6]([CH2:7][NH2:8])=[CH:5][C:4]([CH3:9])=[N:3]1. The catalyst class is: 63. (6) Reactant: C(OC(=O)[NH:7][C:8]1[CH:13]=[CH:12][C:11]([C:14]2[CH:19]=[CH:18][CH:17]=[CH:16][C:15]=2[S:20]([CH3:23])(=[O:22])=[O:21])=[CH:10][C:9]=1[NH:24]C(OC(C)(C)C)=O)(C)(C)C. Product: [CH3:23][S:20]([C:15]1[CH:16]=[CH:17][CH:18]=[CH:19][C:14]=1[C:11]1[CH:12]=[CH:13][C:8]([NH2:7])=[C:9]([NH2:24])[CH:10]=1)(=[O:21])=[O:22]. The catalyst class is: 89. (7) Reactant: [C:1]([C:3]1[C:19]([O:20][CH2:21][C@@H:22]([NH:27][C:28](=[O:34])[O:29][C:30]([CH3:33])([CH3:32])[CH3:31])[CH2:23][CH:24]([CH3:26])[CH3:25])=[CH:18][C:6]2[N:7]([CH3:17])[C:8](=[O:16])[C:9]3[C:14]([C:5]=2[CH:4]=1)=[CH:13][CH:12]=[N:11][C:10]=3[CH3:15])#[N:2].[H-].[Na+].[CH3:37]I. Product: [C:1]([C:3]1[C:19]([O:20][CH2:21][C@@H:22]([N:27]([CH3:37])[C:28](=[O:34])[O:29][C:30]([CH3:32])([CH3:31])[CH3:33])[CH2:23][CH:24]([CH3:26])[CH3:25])=[CH:18][C:6]2[N:7]([CH3:17])[C:8](=[O:16])[C:9]3[C:14]([C:5]=2[CH:4]=1)=[CH:13][CH:12]=[N:11][C:10]=3[CH3:15])#[N:2]. The catalyst class is: 3.